From a dataset of Reaction yield outcomes from USPTO patents with 853,638 reactions. Predict the reaction yield, written as a fraction of the theoretical maximum amount of product (1.0 means a 100% yield; for example, 0.34 means a 34% yield). (1) The reactants are [Br:1][C:2]1[CH:8]=[CH:7][C:5]([NH2:6])=[CH:4][C:3]=1[C:9]([F:12])([F:11])[F:10].[ClH:13]. The catalyst is CCOCC. The product is [ClH:13].[Br:1][C:2]1[CH:8]=[CH:7][C:5]([NH2:6])=[CH:4][C:3]=1[C:9]([F:10])([F:11])[F:12]. The yield is 0.980. (2) The reactants are [CH3:1][O:2][C:3]([NH:5][C@H:6]([C:10]([N:12]1[CH2:16][C@@H:15]([CH3:17])[CH2:14][C@H:13]1[C:18]1[NH:19][C:20]([C:23]2[CH:28]=[C:27]3[CH2:29][O:30][C:31]4[CH:56]=[C:55]5[C:34]([CH:35]=[CH:36][C:37]6[N:41]=[C:40]([C@@H:42]7[CH2:46][C@H:45]([CH3:47])[CH2:44][N:43]7C(OC(C)(C)C)=O)[NH:39][C:38]=65)=[CH:33][C:32]=4[C:26]3=[CH:25][CH:24]=2)=[CH:21][N:22]=1)=[O:11])[CH:7]([CH3:9])[CH3:8])=[O:4].Cl.[CH3:58][O:59][C:60]([NH:62][C@H:63]([C:67]1[CH:72]=[CH:71][CH:70]=[CH:69][CH:68]=1)[C:64]([OH:66])=O)=[O:61].CCOC(C(C#N)=NOC(N1CCOCC1)=[N+](C)C)=O.F[P-](F)(F)(F)(F)F.CCN(C(C)C)C(C)C. The catalyst is C(Cl)Cl.CO.CCOC(C)=O.CN(C=O)C.CO. The product is [CH3:58][O:59][C:60]([NH:62][C@H:63]([C:67]1[CH:72]=[CH:71][CH:70]=[CH:69][CH:68]=1)[C:64]([N:43]1[CH2:44][C@@H:45]([CH3:47])[CH2:46][C@H:42]1[C:40]1[NH:39][C:38]2[C:55]3[C:34]([CH:35]=[CH:36][C:37]=2[N:41]=1)=[CH:33][C:32]1[C:26]2[C:27]([CH2:29][O:30][C:31]=1[CH:56]=3)=[CH:28][C:23]([C:20]1[NH:19][C:18]([C@@H:13]3[CH2:14][C@H:15]([CH3:17])[CH2:16][N:12]3[C:10](=[O:11])[C@@H:6]([NH:5][C:3](=[O:4])[O:2][CH3:1])[CH:7]([CH3:8])[CH3:9])=[N:22][CH:21]=1)=[CH:24][CH:25]=2)=[O:66])=[O:61]. The yield is 0.530. (3) The reactants are [OH:1][C:2]1[CH:3]=[C:4]([NH:8][C:9]2[N:14]=[C:13]([NH:15][C:16]3[CH:21]=[CH:20][CH:19]=[C:18]([OH:22])[CH:17]=3)[C:12]([F:23])=[CH:11][N:10]=2)[CH:5]=[CH:6][CH:7]=1.OC1C=C(C=CC=1[C:32]([O:34][CH3:35])=[O:33])N.ClC1N=C(Cl)C(F)=CN=1. No catalyst specified. The product is [OH:1][C:2]1[CH:3]=[C:4]([NH:8][C:9]2[N:14]=[C:13]([NH:15][C:16]3[CH:21]=[CH:20][C:19]([C:32]([O:34][CH3:35])=[O:33])=[C:18]([OH:22])[CH:17]=3)[C:12]([F:23])=[CH:11][N:10]=2)[CH:5]=[CH:6][C:7]=1[C:32]([O:34][CH3:35])=[O:33]. The yield is 0.410. (4) The reactants are [Br:1][C:2]1[CH:33]=[CH:32][C:5]([C:6]([O:8][CH:9]2[C:13]3[N:14]=[CH:15][N:16]=[C:17]([N:18]4[CH2:23][CH2:22][N:21]([C:24]([O:26][C:27]([CH3:30])([CH3:29])[CH3:28])=[O:25])[CH2:20][CH2:19]4)[C:12]=3[C@H:11]([CH3:31])[CH2:10]2)=[O:7])=[CH:4][CH:3]=1. The catalyst is C(OCC)(=O)C. The product is [Br:1][C:2]1[CH:33]=[CH:32][C:5]([C:6]([O:8][C@H:9]2[C:13]3[N:14]=[CH:15][N:16]=[C:17]([N:18]4[CH2:19][CH2:20][N:21]([C:24]([O:26][C:27]([CH3:28])([CH3:30])[CH3:29])=[O:25])[CH2:22][CH2:23]4)[C:12]=3[C@H:11]([CH3:31])[CH2:10]2)=[O:7])=[CH:4][CH:3]=1. The yield is 0.370.